Dataset: Forward reaction prediction with 1.9M reactions from USPTO patents (1976-2016). Task: Predict the product of the given reaction. (1) Given the reactants [I:1][C:2]1[CH:3]=[C:4]2[C:8](=[CH:9][CH:10]=1)[N:7]([CH2:11][C:12]1[CH:17]=[CH:16][CH:15]=[C:14]([F:18])[CH:13]=1)[C:6]([C:19]([OH:21])=O)=[CH:5]2.[NH2:22][C:23]1[CH:24]=[N:25][C:26]([N:29]2[CH2:33][CH2:32][CH2:31][CH2:30]2)=[CH:27][CH:28]=1.Cl.CN(C)CCCN=C=NCC.ON1C2C=CC=CC=2N=N1, predict the reaction product. The product is: [N:29]1([C:26]2[N:25]=[CH:24][C:23]([NH:22][C:19]([C:6]3[N:7]([CH2:11][C:12]4[CH:17]=[CH:16][CH:15]=[C:14]([F:18])[CH:13]=4)[C:8]4[C:4]([CH:5]=3)=[CH:3][C:2]([I:1])=[CH:10][CH:9]=4)=[O:21])=[CH:28][CH:27]=2)[CH2:33][CH2:32][CH2:31][CH2:30]1. (2) Given the reactants [NH2:1][C@H:2]1[CH2:6][CH2:5][N:4]([C@H:7]2[CH2:12][CH2:11][C@@H:10]([N:13]([CH:15]([CH3:17])[CH3:16])[CH3:14])[CH2:9][C@H:8]2[CH2:18][S:19]([CH:22]([CH3:24])[CH3:23])(=[O:21])=[O:20])[C:3]1=[O:25].C(N(C(C)C)CC)(C)C.[C:35]([C:39]1[CH:43]=[C:42]([C:44](O)=[O:45])[N:41]([CH3:47])[N:40]=1)([CH3:38])([CH3:37])[CH3:36].CN(C(ON1N=NC2C=CC=NC1=2)=[N+](C)C)C.F[P-](F)(F)(F)(F)F, predict the reaction product. The product is: [C:35]([C:39]1[CH:43]=[C:42]([C:44]([NH:1][C@H:2]2[CH2:6][CH2:5][N:4]([C@H:7]3[CH2:12][CH2:11][C@@H:10]([N:13]([CH:15]([CH3:17])[CH3:16])[CH3:14])[CH2:9][C@H:8]3[CH2:18][S:19]([CH:22]([CH3:24])[CH3:23])(=[O:21])=[O:20])[C:3]2=[O:25])=[O:45])[N:41]([CH3:47])[N:40]=1)([CH3:38])([CH3:36])[CH3:37]. (3) Given the reactants [C:1]([C@@H:4]1[CH2:9][N:8]2[CH2:10][C@H:11]([O:13][CH2:14][CH3:15])[CH2:12][C@@H:7]2[CH2:6][N:5]1[C:16]([O:18][C:19]([CH3:22])([CH3:21])[CH3:20])=[O:17])(=O)[NH2:2].COC1C=CC(P2(=S)SP(=S)(C3C=CC(OC)=CC=3)[S:32]2)=CC=1, predict the reaction product. The product is: [C:1]([C@@H:4]1[CH2:9][N:8]2[CH2:10][C@H:11]([O:13][CH2:14][CH3:15])[CH2:12][C@@H:7]2[CH2:6][N:5]1[C:16]([O:18][C:19]([CH3:22])([CH3:21])[CH3:20])=[O:17])(=[S:32])[NH2:2]. (4) Given the reactants [OH:1][C@@H:2]([C@H:4]1[C:47](=[O:48])[N:6]2[C:7]([C:41]([O:43]CC=C)=[O:42])=[C:8]([S:11]/[CH:12]=[CH:13]\[C:14]3[S:18][CH:17]=[N:16][C:15]=3[CH2:19][O:20][C:21](=[O:40])[C@H:22]([CH:37]([CH3:39])[CH3:38])[NH:23][C:24]([O:26][CH2:27][C:28]3[CH:33]=[CH:32][C:31]([N+:34]([O-:36])=[O:35])=[CH:30][CH:29]=3)=[O:25])[C@H:9]([CH3:10])[C@H:5]12)[CH3:3].CC1(C)CC(=O)CC(=O)C1.C(OCC)(=O)C.Cl, predict the reaction product. The product is: [OH:1][C@@H:2]([C@H:4]1[C:47](=[O:48])[N:6]2[C:7]([C:41]([OH:43])=[O:42])=[C:8]([S:11]/[CH:12]=[CH:13]\[C:14]3[S:18][CH:17]=[N:16][C:15]=3[CH2:19][O:20][C:21](=[O:40])[C@H:22]([CH:37]([CH3:39])[CH3:38])[NH:23][C:24]([O:26][CH2:27][C:28]3[CH:29]=[CH:30][C:31]([N+:34]([O-:36])=[O:35])=[CH:32][CH:33]=3)=[O:25])[C@H:9]([CH3:10])[C@H:5]12)[CH3:3]. (5) The product is: [C:6]([O:10][C:11]([NH:13][C:14]1[S:18][N:17]=[C:16](/[C:19](=[N:23]/[O:24][C:25]([C:26]([O:28][C:29]([CH3:32])([CH3:31])[CH3:30])=[O:27])([CH3:33])[CH3:34])/[C:20]([NH:36][C@@H:37]2[C:62](=[O:63])[N:39]3[C:40]([C:46]([O:48][CH:49]([C:50]4[CH:51]=[CH:52][CH:53]=[CH:54][CH:55]=4)[C:56]4[CH:61]=[CH:60][CH:59]=[CH:58][CH:57]=4)=[O:47])=[C:41]([CH2:44][Cl:45])[CH2:42][S:43][C@H:38]23)=[O:21])[N:15]=1)=[O:12])([CH3:7])([CH3:9])[CH3:8]. Given the reactants P(Cl)(Cl)(Cl)=O.[C:6]([O:10][C:11]([NH:13][C:14]1[S:18][N:17]=[C:16](/[C:19](=[N:23]/[O:24][C:25]([CH3:34])([CH3:33])[C:26]([O:28][C:29]([CH3:32])([CH3:31])[CH3:30])=[O:27])/[C:20](O)=[O:21])[N:15]=1)=[O:12])([CH3:9])([CH3:8])[CH3:7].Cl.[NH2:36][C@@H:37]1[C:62](=[O:63])[N:39]2[C:40]([C:46]([O:48][CH:49]([C:56]3[CH:61]=[CH:60][CH:59]=[CH:58][CH:57]=3)[C:50]3[CH:55]=[CH:54][CH:53]=[CH:52][CH:51]=3)=[O:47])=[C:41]([CH2:44][Cl:45])[CH2:42][S:43][C@H:38]12.C[Si](C)(C)NC(=O)C, predict the reaction product. (6) Given the reactants [CH3:1][O:2][C:3]1[C:11]([O:12][CH3:13])=[CH:10][C:6]([C:7]([OH:9])=O)=[C:5]([N+:14]([O-:16])=[O:15])[CH:4]=1.C1C=CC2N(O)N=NC=2C=1.C(Cl)CCl.[NH2:31][C:32]1[CH:37]=[CH:36][C:35]([C:38]([CH3:42])([CH3:41])[C:39]#[N:40])=[CH:34][CH:33]=1, predict the reaction product. The product is: [C:39]([C:38]([CH3:42])([CH3:41])[C:35]1[CH:36]=[CH:37][C:32]([NH:31][C:7](=[O:9])[C:6]2[CH:10]=[C:11]([O:12][CH3:13])[C:3]([O:2][CH3:1])=[CH:4][C:5]=2[N+:14]([O-:16])=[O:15])=[CH:33][CH:34]=1)#[N:40]. (7) Given the reactants I[C:2]1[CH:7]=[CH:6][CH:5]=[CH:4][C:3]=1[CH3:8].BrC1C=CC(F)=CC=1C.[Cl:18][C:19]1[C:20]([CH3:26])=[C:21]([OH:25])[CH:22]=[CH:23][CH:24]=1, predict the reaction product. The product is: [Cl:18][C:19]1[CH:24]=[CH:23][CH:22]=[C:21]([O:25][C:2]2[CH:7]=[CH:6][CH:5]=[CH:4][C:3]=2[CH3:8])[C:20]=1[CH3:26]. (8) Given the reactants [CH2:1]([O:8][C:9]1[CH:26]=[CH:25][C:24]2[C@@H:23]3[C@H:14]([C@H:15]4[C@@:19]([CH2:21][CH2:22]3)([CH3:20])[C:18](=[O:27])[CH:17]=[CH:16]4)[CH2:13][CH2:12][C:11]=2[CH:10]=1)[C:2]1[CH:7]=[CH:6][CH:5]=[CH:4][CH:3]=1.[C-:28]#[N:29].[Na+], predict the reaction product. The product is: [CH2:1]([O:8][C:9]1[CH:26]=[CH:25][C:24]2[C@@H:23]3[C@H:14]([C@H:15]4[C@@:19]([CH2:21][CH2:22]3)([CH3:20])[C:18](=[O:27])[CH2:17][C@H:16]4[C:28]#[N:29])[CH2:13][CH2:12][C:11]=2[CH:10]=1)[C:2]1[CH:3]=[CH:4][CH:5]=[CH:6][CH:7]=1. (9) Given the reactants [CH2:1]([O:8][CH2:9][CH:10]([C:12]1[C:20]([NH:21][C:22]2[CH:27]=[CH:26][C:25]([Br:28])=[CH:24][C:23]=2[Cl:29])=[C:19]([F:30])[C:15]2[N:16]=[CH:17][NH:18][C:14]=2[CH:13]=1)[OH:11])[C:2]1[CH:7]=[CH:6][CH:5]=[CH:4][CH:3]=1.C([O-])(O)=O.[Na+].O.O.O.O.O.S([O-])([O-])(=O)=S.[Na+].[Na+], predict the reaction product. The product is: [CH2:1]([O:8][CH2:9][C:10]([C:12]1[C:20]([NH:21][C:22]2[CH:27]=[CH:26][C:25]([Br:28])=[CH:24][C:23]=2[Cl:29])=[C:19]([F:30])[C:15]2[N:16]=[CH:17][NH:18][C:14]=2[CH:13]=1)=[O:11])[C:2]1[CH:7]=[CH:6][CH:5]=[CH:4][CH:3]=1. (10) Given the reactants Br[CH:2]=[C:3]1[C:9]2[CH:10]=[CH:11][CH:12]=[CH:13][C:8]=2[CH2:7][CH2:6][C:5]2[CH:14]=[CH:15][CH:16]=[CH:17][C:4]1=2.[F:18][C:19]([F:30])([F:29])[C:20]1[CH:21]=[C:22](B(O)O)[CH:23]=[CH:24][CH:25]=1, predict the reaction product. The product is: [F:18][C:19]([F:30])([F:29])[C:20]1[CH:25]=[C:24]([CH:23]=[CH:22][CH:21]=1)[CH:2]=[C:3]1[C:9]2[CH:10]=[CH:11][CH:12]=[CH:13][C:8]=2[CH2:7][CH2:6][C:5]2[CH:14]=[CH:15][CH:16]=[CH:17][C:4]1=2.